Dataset: Forward reaction prediction with 1.9M reactions from USPTO patents (1976-2016). Task: Predict the product of the given reaction. (1) Given the reactants [F:1][C:2]1[CH:3]=[C:4]([CH2:17][C:18]([O:20]C)=[O:19])[CH:5]=[CH:6][C:7]=1[B:8]1[O:12][C:11]([CH3:14])([CH3:13])[C:10]([CH3:16])([CH3:15])[O:9]1.[Li+].[OH-], predict the reaction product. The product is: [F:1][C:2]1[CH:3]=[C:4]([CH2:17][C:18]([OH:20])=[O:19])[CH:5]=[CH:6][C:7]=1[B:8]1[O:12][C:11]([CH3:13])([CH3:14])[C:10]([CH3:15])([CH3:16])[O:9]1. (2) Given the reactants [CH3:1][C:2]1[CH:3]=[C:4]([N:9]2[CH2:14][CH2:13][NH:12][CH2:11][CH2:10]2)[CH:5]=[CH:6][C:7]=1[CH3:8].[N:15]([C:18]1[CH:27]=[CH:26][CH:25]=[C:24]2[C:19]=1[CH:20]=[CH:21][N:22]=[CH:23]2)=[C:16]=[O:17], predict the reaction product. The product is: [CH3:1][C:2]1[CH:3]=[C:4]([N:9]2[CH2:10][CH2:11][N:12]([C:16]([NH:15][C:18]3[CH:27]=[CH:26][CH:25]=[C:24]4[C:19]=3[CH:20]=[CH:21][N:22]=[CH:23]4)=[O:17])[CH2:13][CH2:14]2)[CH:5]=[CH:6][C:7]=1[CH3:8]. (3) Given the reactants [CH2:1]([O:8][C:9]([N:11]1[CH2:16][CH2:15][CH:14]([N:17]2[C:25]3[C:20](=[CH:21][C:22]([C:26]([O:28]C)=[O:27])=[CH:23][CH:24]=3)[CH2:19][C:18]2=[O:30])[CH2:13][CH2:12]1)=[O:10])[C:2]1[CH:7]=[CH:6][CH:5]=[CH:4][CH:3]=1.[OH-].[Na+].Cl, predict the reaction product. The product is: [CH2:1]([O:8][C:9]([N:11]1[CH2:16][CH2:15][CH:14]([N:17]2[C:25]3[C:20](=[CH:21][C:22]([C:26]([OH:28])=[O:27])=[CH:23][CH:24]=3)[CH2:19][C:18]2=[O:30])[CH2:13][CH2:12]1)=[O:10])[C:2]1[CH:7]=[CH:6][CH:5]=[CH:4][CH:3]=1.